From a dataset of Full USPTO retrosynthesis dataset with 1.9M reactions from patents (1976-2016). Predict the reactants needed to synthesize the given product. (1) Given the product [CH3:1][O:2][C:3](=[O:29])[CH2:4][C@H:5]1[C:9]2[CH:10]=[CH:11][C:12]([O:14][C@H:15]3[C:23]4[C:18](=[C:19]([CH2:34][C:33]5[CH:36]=[CH:37][C:38]([F:40])=[CH:39][C:32]=5[F:31])[C:20]([C:24]([F:27])([F:26])[F:25])=[CH:21][CH:22]=4)[CH2:17][CH2:16]3)=[CH:13][C:8]=2[O:7][CH2:6]1, predict the reactants needed to synthesize it. The reactants are: [CH3:1][O:2][C:3](=[O:29])[CH2:4][C@H:5]1[C:9]2[CH:10]=[CH:11][C:12]([O:14][C@H:15]3[C:23]4[C:18](=[C:19](Br)[C:20]([C:24]([F:27])([F:26])[F:25])=[CH:21][CH:22]=4)[CH2:17][CH2:16]3)=[CH:13][C:8]=2[O:7][CH2:6]1.[Br-].[F:31][C:32]1[CH:39]=[C:38]([F:40])[CH:37]=[CH:36][C:33]=1[CH2:34][Zn+]. (2) Given the product [F:1][C:2]([F:13])([F:12])[C:3]1[CH:4]=[C:5]([CH:9]=[CH:10][CH:11]=1)[C:6]([NH:14][C:15]1[CH:16]=[C:17]([CH:22]=[CH:23][CH:24]=1)[C:18]([O:20][CH3:21])=[O:19])=[O:7], predict the reactants needed to synthesize it. The reactants are: [F:1][C:2]([F:13])([F:12])[C:3]1[CH:4]=[C:5]([CH:9]=[CH:10][CH:11]=1)[C:6](Cl)=[O:7].[NH2:14][C:15]1[CH:16]=[C:17]([CH:22]=[CH:23][CH:24]=1)[C:18]([O:20][CH3:21])=[O:19].C(N(CC)CC)C. (3) Given the product [CH2:1]([O:3][C:4]([N:6]1[C:15]2[C:10](=[CH:11][C:12]([C:16]([F:17])([F:18])[F:19])=[CH:13][CH:14]=2)[N:9]([CH:20]([C:26]2[CH:31]=[C:30]([C:32]([F:33])([F:34])[F:35])[CH:29]=[C:28]([C:36]([F:38])([F:39])[F:37])[CH:27]=2)[C:21]2[N:22]=[N:23][N:24]([CH3:43])[N:25]=2)[CH2:8][CH:7]1[CH2:40][CH3:41])=[O:5])[CH3:2], predict the reactants needed to synthesize it. The reactants are: [CH2:1]([O:3][C:4]([N:6]1[C:15]2[C:10](=[CH:11][C:12]([C:16]([F:19])([F:18])[F:17])=[CH:13][CH:14]=2)[N:9]([CH:20]([C:26]2[CH:31]=[C:30]([C:32]([F:35])([F:34])[F:33])[CH:29]=[C:28]([C:36]([F:39])([F:38])[F:37])[CH:27]=2)[C:21]2[N:22]=[N:23][NH:24][N:25]=2)[CH2:8][CH:7]1[CH2:40][CH3:41])=[O:5])[CH3:2].[Si](C=[N+]=[N-])(C)(C)[CH3:43]. (4) Given the product [CH3:1][O:2][C:3]([C:5]1([CH3:17])[CH2:9][CH2:8][CH2:7][N:6]1[NH:10][CH2:11][CH2:12][C:13]([CH3:16])([CH3:15])[CH3:14])=[O:4], predict the reactants needed to synthesize it. The reactants are: [CH3:1][O:2][C:3]([C:5]1([CH3:17])[CH2:9][CH2:8][CH2:7][N:6]1[N:10]=[CH:11][CH2:12][C:13]([CH3:16])([CH3:15])[CH3:14])=[O:4].C(O)(=O)C.C([BH3-])#N.[Na+].C(=O)(O)[O-].[Na+]. (5) Given the product [NH4+:5].[CH3:18][O:19][C:20]1[CH:27]=[C:26]([O:28][CH3:29])[CH:25]=[CH:24][C:21]=1[CH:22]=[C:3]1[C:2](=[O:1])[N:6]([C:7]2[CH:8]=[CH:9][C:10]([S:13]([O-:16])(=[O:15])=[O:14])=[CH:11][CH:12]=2)[N:5]=[C:4]1[CH3:17], predict the reactants needed to synthesize it. The reactants are: [OH:1][C:2]1[N:6]([C:7]2[CH:12]=[CH:11][C:10]([S:13]([OH:16])(=[O:15])=[O:14])=[CH:9][CH:8]=2)[N:5]=[C:4]([CH3:17])[CH:3]=1.[CH3:18][O:19][C:20]1[CH:27]=[C:26]([O:28][CH3:29])[CH:25]=[CH:24][C:21]=1[CH:22]=O.C([O-])(=O)C.[NH4+]. (6) Given the product [NH:49]1[C:51]2[C:34](=[C:33]([C:2]3[N:3]=[C:4]([N:14]4[CH2:19][CH2:18][O:17][CH2:16][CH2:15]4)[C:5]4[S:10][C:9]([C:11]([NH:47][S:44]([CH3:43])(=[O:46])=[O:45])=[O:13])=[CH:8][C:6]=4[N:7]=3)[CH:32]=[CH:42][CH:41]=2)[CH:35]=[N:36]1, predict the reactants needed to synthesize it. The reactants are: Cl[C:2]1[N:3]=[C:4]([N:14]2[CH2:19][CH2:18][O:17][CH2:16][CH2:15]2)[C:5]2[S:10][C:9]([C:11]([OH:13])=O)=[CH:8][C:6]=2[N:7]=1.C(N1C=CN=C1)(N1C=CN=C1)=O.[CH2:32]1[CH2:42][CH2:41]N2[C:35](=[N:36]CCC2)[CH2:34][CH2:33]1.[CH3:43][S:44]([NH2:47])(=[O:46])=[O:45].C[N:49]([CH:51]=O)C. (7) Given the product [ClH:1].[Cl:1][C:2]1[CH:3]=[CH:4][C:5]([O:24][C:25]2[CH:26]=[C:27]([CH3:32])[CH:28]=[C:29]([CH3:31])[CH:30]=2)=[C:6]([S:8]([N:11]2[CH2:16][CH2:15][NH:14][CH2:13][CH2:12]2)(=[O:10])=[O:9])[CH:7]=1, predict the reactants needed to synthesize it. The reactants are: [Cl:1][C:2]1[CH:3]=[CH:4][C:5]([O:24][C:25]2[CH:30]=[C:29]([CH3:31])[CH:28]=[C:27]([CH3:32])[CH:26]=2)=[C:6]([S:8]([N:11]2[CH2:16][CH2:15][N:14](C(OC(C)(C)C)=O)[CH2:13][CH2:12]2)(=[O:10])=[O:9])[CH:7]=1.Cl. (8) Given the product [C:29]1([C:32]2[CH:33]=[CH:34][CH:35]=[CH:36][CH:37]=2)[CH:30]=[CH:31][C:26]([S:23]([N:22]2[CH2:21][CH2:20][S:19][CH:18]2[C:16]([NH:15][CH:8]([C:9]2[CH:10]=[CH:11][CH:12]=[CH:13][CH:14]=2)[CH2:7][CH2:6][NH:38][CH:39]2[CH2:44][CH2:43][CH2:42][CH2:41][CH:40]2[OH:45])=[O:17])(=[O:25])=[O:24])=[CH:27][CH:28]=1, predict the reactants needed to synthesize it. The reactants are: CS(O[CH2:6][CH2:7][C@H:8]([NH:15][C:16]([C@H:18]1[N:22]([S:23]([C:26]2[CH:31]=[CH:30][C:29]([C:32]3[CH:37]=[CH:36][CH:35]=[CH:34][CH:33]=3)=[CH:28][CH:27]=2)(=[O:25])=[O:24])[CH2:21][CH2:20][S:19]1)=[O:17])[C:9]1[CH:14]=[CH:13][CH:12]=[CH:11][CH:10]=1)(=O)=O.[NH2:38][CH:39]1[CH2:44][CH2:43][CH2:42][CH2:41][CH:40]1[OH:45].